From a dataset of Retrosynthesis with 50K atom-mapped reactions and 10 reaction types from USPTO. Predict the reactants needed to synthesize the given product. (1) Given the product CC(C)(C)OC(=O)N1CCC[C@H]1c1ncc(-c2ccc(-c3ccc4c(N)nn(C(=O)OC(C)(C)C)c4c3)cc2)[nH]1, predict the reactants needed to synthesize it. The reactants are: CC(C)(C)OC(=O)N1CCC[C@H]1c1ncc(-c2ccc(B3OC(C)(C)C(C)(C)O3)cc2)[nH]1.CC(C)(C)OC(=O)n1nc(N)c2ccc(Br)cc21. (2) Given the product Cc1ccc(S(=O)(=O)Nc2ccc(Cl)c3cccnc23)c([N+](=O)[O-])c1, predict the reactants needed to synthesize it. The reactants are: Cc1ccc(S(=O)(=O)Cl)c([N+](=O)[O-])c1.Nc1ccc(Cl)c2cccnc12. (3) Given the product CCOC(=O)/C=C(/C(=O)OCC)c1ccc(Cl)cc1Cl, predict the reactants needed to synthesize it. The reactants are: CCOC(=O)/C=C(\I)C(=O)OCC.Clc1ccc(I)c(Cl)c1. (4) The reactants are: COc1ccc(C(=O)O)cc1/C=C/c1ccc(OC(F)(F)F)cc1.NCCO. Given the product COc1ccc(C(=O)NCCO)cc1/C=C/c1ccc(OC(F)(F)F)cc1, predict the reactants needed to synthesize it.